This data is from Catalyst prediction with 721,799 reactions and 888 catalyst types from USPTO. The task is: Predict which catalyst facilitates the given reaction. (1) Reactant: [CH2:1]([CH:8]([CH2:15][C:16]1[CH:21]=[CH:20][CH:19]=[CH:18][CH:17]=1)[CH2:9][C:10]([O:12]CC)=[O:11])[C:2]1[CH:7]=[CH:6][CH:5]=[CH:4][CH:3]=1.[OH-].[K+].Cl. Product: [CH2:15]([CH:8]([CH2:1][C:2]1[CH:7]=[CH:6][CH:5]=[CH:4][CH:3]=1)[CH2:9][C:10]([OH:12])=[O:11])[C:16]1[CH:17]=[CH:18][CH:19]=[CH:20][CH:21]=1. The catalyst class is: 40. (2) Reactant: [Br:1][C:2]1[CH:3]=[C:4]([CH:16]=[C:17]([Cl:19])[CH:18]=1)[O:5][C:6]1[C:7](C(O)=O)=[N:8][CH:9]=[CH:10][C:11]=1[CH3:12].[N:20]1C=CC=CC=1.C(O)(C)(C)C.C1(P(N=[N+]=[N-])(C2C=CC=CC=2)=O)C=CC=CC=1. Product: [Br:1][C:2]1[CH:3]=[C:4]([CH:16]=[C:17]([Cl:19])[CH:18]=1)[O:5][C:6]1[C:7]([NH2:20])=[N:8][CH:9]=[CH:10][C:11]=1[CH3:12]. The catalyst class is: 76. (3) Reactant: [CH2:1]([O:8][C:9]1[CH:14]=[CH:13][C:12]([C:15]2[CH:16]=[N:17][C:18]3[N:19]([N:27]=[CH:28][C:29]=3[N+:30]([O-])=O)[C:20]=2[CH:21]2[CH2:26][CH2:25][CH2:24][CH2:23][CH2:22]2)=[CH:11][CH:10]=1)[C:2]1[CH:7]=[CH:6][CH:5]=[CH:4][CH:3]=1.[Sn](Cl)Cl. Product: [CH2:1]([O:8][C:9]1[CH:10]=[CH:11][C:12]([C:15]2[CH:16]=[N:17][C:18]3[N:19]([N:27]=[CH:28][C:29]=3[NH2:30])[C:20]=2[CH:21]2[CH2:26][CH2:25][CH2:24][CH2:23][CH2:22]2)=[CH:13][CH:14]=1)[C:2]1[CH:7]=[CH:6][CH:5]=[CH:4][CH:3]=1. The catalyst class is: 13.